From a dataset of Aqueous solubility values for 9,982 compounds from the AqSolDB database. Regression/Classification. Given a drug SMILES string, predict its absorption, distribution, metabolism, or excretion properties. Task type varies by dataset: regression for continuous measurements (e.g., permeability, clearance, half-life) or binary classification for categorical outcomes (e.g., BBB penetration, CYP inhibition). For this dataset (solubility_aqsoldb), we predict Y. The drug is COc1ccc(C(=O)c2ccccc2O)c(O)c1. The Y is -7.27 log mol/L.